From a dataset of Catalyst prediction with 721,799 reactions and 888 catalyst types from USPTO. Predict which catalyst facilitates the given reaction. (1) Reactant: [N:1]([C:10]1[CH:16]=[CH:15][C:13]([NH2:14])=[CH:12][CH:11]=1)=[N:2][C:3]1[CH:9]=[CH:8][C:6]([NH2:7])=[CH:5][CH:4]=1.[C:17](Cl)(=[O:21])[CH2:18][CH2:19][CH3:20]. Product: [C:17]([NH:14][C:13]1[CH:15]=[CH:16][C:10]([N:1]=[N:2][C:3]2[CH:4]=[CH:5][C:6]([NH2:7])=[CH:8][CH:9]=2)=[CH:11][CH:12]=1)(=[O:21])[CH2:18][CH2:19][CH3:20]. The catalyst class is: 13. (2) Reactant: [N:1]1([C:8]2[CH:9]=[CH:10][C:11]3[N:18]4[CH2:19][C@H:14]([CH2:15][CH2:16][CH2:17]4)[N:13]([C:20]([NH:22][C:23]4[CH:28]=[CH:27][N:26]=[CH:25][N:24]=4)=[O:21])[C:12]=3[N:29]=2)[CH2:7][CH2:6][CH2:5][NH:4][CH2:3][CH2:2]1.[CH3:30][C:31]([CH3:33])=O.C([BH3-])#N.[Na+]. Product: [CH:31]([N:4]1[CH2:5][CH2:6][CH2:7][N:1]([C:8]2[CH:9]=[CH:10][C:11]3[N:18]4[CH2:19][C@H:14]([CH2:15][CH2:16][CH2:17]4)[N:13]([C:20]([NH:22][C:23]4[CH:28]=[CH:27][N:26]=[CH:25][N:24]=4)=[O:21])[C:12]=3[N:29]=2)[CH2:2][CH2:3]1)([CH3:33])[CH3:30]. The catalyst class is: 4. (3) Product: [Br:1][C:2]1[CH:11]=[C:10]2[C:5]([N:6]=[CH:7][C:8]3[N:9]2[C:14]([CH:16]2[CH2:21][CH2:20][NH:19][CH2:18][CH2:17]2)=[N:13][N:12]=3)=[CH:4][CH:3]=1. Reactant: [Br:1][C:2]1[CH:11]=[C:10]2[C:5]([N:6]=[CH:7][C:8]([NH:12][NH:13][C:14]([CH:16]3[CH2:21][CH2:20][N:19](C(OC(C)(C)C)=O)[CH2:18][CH2:17]3)=O)=[N:9]2)=[CH:4][CH:3]=1. The catalyst class is: 52. (4) Reactant: [Br:1][C:2]1[CH:3]=[C:4]([CH:8]=[CH:9][C:10]=1[Cl:11])[C:5]([OH:7])=O.CN(C(ON1N=NC2[CH:23]=[CH:24][CH:25]=[N:26]C1=2)=[N+](C)C)C.F[P-](F)(F)(F)(F)F.C1C=CC2N(O)N=NC=2C=1.C1(N)CC1.CCN(C(C)C)C(C)C. Product: [Br:1][C:2]1[CH:3]=[C:4]([CH:8]=[CH:9][C:10]=1[Cl:11])[C:5]([NH:26][CH:25]1[CH2:23][CH2:24]1)=[O:7]. The catalyst class is: 121. (5) Reactant: C(OC([N:8]1[CH2:12][CH2:11][CH:10]([C:13]2[O:17][N:16]=[C:15]([C:18]3[NH:19][CH:20]=[CH:21][CH:22]=3)[N:14]=2)[CH2:9]1)=O)(C)(C)C.CO.[ClH:25]. Product: [ClH:25].[NH:8]1[CH2:12][CH2:11][CH:10]([C:13]2[O:17][N:16]=[C:15]([C:18]3[NH:19][CH:20]=[CH:21][CH:22]=3)[N:14]=2)[CH2:9]1. The catalyst class is: 2. (6) Reactant: [CH3:1][N:2]1[C:6]2[CH:7]=[CH:8][C:9]([NH2:11])=[CH:10][C:5]=2[N:4]=[C:3]1[NH2:12].C([O-])(O)=O.[Na+].[Cl:18][C:19]1[N:24]=[C:23](Cl)[CH:22]=[CH:21][N:20]=1. Product: [Cl:18][C:19]1[N:24]=[C:23]([NH:11][C:9]2[CH:8]=[CH:7][C:6]3[N:2]([CH3:1])[C:3]([NH2:12])=[N:4][C:5]=3[CH:10]=2)[CH:22]=[CH:21][N:20]=1. The catalyst class is: 219.